Dataset: Catalyst prediction with 721,799 reactions and 888 catalyst types from USPTO. Task: Predict which catalyst facilitates the given reaction. Reactant: [Cl:1][C:2]1[N:7]=[CH:6][C:5]([NH2:8])=[CH:4][CH:3]=1.CO[CH:11]=[C:12]1[C:17](=[O:18])[O:16][C:15]([CH3:20])([CH3:19])[O:14][C:13]1=[O:21]. Product: [Cl:1][C:2]1[N:7]=[CH:6][C:5]([NH:8][CH:11]=[C:12]2[C:13](=[O:21])[O:14][C:15]([CH3:19])([CH3:20])[O:16][C:17]2=[O:18])=[CH:4][CH:3]=1. The catalyst class is: 41.